Task: Predict the product of the given reaction.. Dataset: Forward reaction prediction with 1.9M reactions from USPTO patents (1976-2016) Given the reactants Cl.[CH2:2]([O:4][C:5](=[O:9])[CH2:6][NH:7][CH3:8])[CH3:3].C(N(CC)CC)C.CC1(C)[O:22]/[C:21](=[CH:23]\[C:24]([N:26]([CH3:28])[CH3:27])=[O:25])/[C:20](=O)[O:19]1, predict the reaction product. The product is: [CH2:2]([O:4][C:5](=[O:9])[CH2:6][N:7]([C:20](=[O:19])[C:21](=[O:22])[CH2:23][C:24]([N:26]([CH3:28])[CH3:27])=[O:25])[CH3:8])[CH3:3].